From a dataset of Forward reaction prediction with 1.9M reactions from USPTO patents (1976-2016). Predict the product of the given reaction. (1) The product is: [Cl:22][C:23]1[CH:28]=[CH:27][CH:26]=[C:25]([F:29])[C:24]=1[C:30]1[C:34]([C:35]([NH:1][CH:4]2[CH2:9][CH2:8][CH2:7][CH:6]([CH2:10][C:11]([O:13][CH3:14])=[O:12])[CH2:5]2)=[O:36])=[C:33]([CH3:38])[O:32][CH:15]=1. Given the reactants [N+:1]([CH:4]1[CH2:9][CH2:8][CH2:7][CH:6]([CH2:10][C:11]([O:13][CH3:14])=[O:12])[CH2:5]1)([O-])=O.[CH2:15](N(CC)CC)C.[Cl:22][C:23]1[CH:28]=[CH:27][CH:26]=[C:25]([F:29])[C:24]=1[C:30]1[C:34]([C:35](Cl)=[O:36])=[C:33]([CH3:38])[O:32]N=1.C(Cl)(Cl)Cl, predict the reaction product. (2) Given the reactants [N+:1]([C:4]1[CH:12]=[CH:11][C:7]([C:8]([OH:10])=O)=[CH:6][CH:5]=1)([O-:3])=[O:2].C(N(C(C)C)CC)(C)C.[CH3:22][N:23]1[CH2:28][CH2:27][NH:26][CH2:25][CH2:24]1, predict the reaction product. The product is: [CH3:22][N:23]1[CH2:28][CH2:27][N:26]([C:8]([C:7]2[CH:6]=[CH:5][C:4]([N+:1]([O-:3])=[O:2])=[CH:12][CH:11]=2)=[O:10])[CH2:25][CH2:24]1. (3) Given the reactants C[O:2][C:3](=[O:34])[CH2:4][CH2:5][C:6]1[CH:11]=[CH:10][C:9]([O:12][CH2:13][CH2:14][C@H:15]([O:17][C:18]2[CH:23]=[CH:22][C:21]([CH3:24])=[CH:20][C:19]=2[C:25](=[O:32])[C:26]2[CH:31]=[CH:30][CH:29]=[CH:28][CH:27]=2)[CH3:16])=[CH:8][C:7]=1[CH3:33].[OH-].[Na+].Cl, predict the reaction product. The product is: [C:25]([C:19]1[CH:20]=[C:21]([CH3:24])[CH:22]=[CH:23][C:18]=1[O:17][C@H:15]([CH3:16])[CH2:14][CH2:13][O:12][C:9]1[CH:10]=[CH:11][C:6]([CH2:5][CH2:4][C:3]([OH:34])=[O:2])=[C:7]([CH3:33])[CH:8]=1)(=[O:32])[C:26]1[CH:27]=[CH:28][CH:29]=[CH:30][CH:31]=1. (4) Given the reactants [F:1][C:2]1[C:3]([C:9](=O)[CH3:10])=[N:4][CH:5]=[C:6]([F:8])[CH:7]=1.Cl.[NH2:13][OH:14].CCN(CC)CC, predict the reaction product. The product is: [F:1][C:2]1[C:3]([C:9](=[N:13][OH:14])[CH3:10])=[N:4][CH:5]=[C:6]([F:8])[CH:7]=1. (5) Given the reactants C[Al](C)C.CCCCCC.[F:11][C:12]1([F:28])[CH2:17][CH2:16][CH2:15][C@@H:14]([NH:18][C@@H:19]([C:21]2[CH:26]=[CH:25][CH:24]=[CH:23][CH:22]=2)[CH3:20])[C@@H:13]1[OH:27].[F:29][C:30]1([F:46])[CH2:35][CH2:34][CH2:33][C@H:32]([NH:36][C@@H:37]([C:39]2[CH:44]=[CH:43][CH:42]=[CH:41][CH:40]=2)[CH3:38])[C@H:31]1[OH:45].[F-].[Na+], predict the reaction product. The product is: [CH3:20][C@@H:19]([NH2:18])[C:21]1[CH:26]=[CH:25][CH:24]=[CH:23][CH:22]=1.[F:29][C:30]1([F:46])[CH2:35][CH2:34][CH2:33][C@@H:32]([NH:36][C@@H:37]([C:39]2[CH:40]=[CH:41][CH:42]=[CH:43][CH:44]=2)[CH3:38])[C@@H:31]1[OH:45].[F:11][C:12]1([F:28])[CH2:17][CH2:16][CH2:15][C@H:14]([NH:18][C@@H:19]([C:21]2[CH:22]=[CH:23][CH:24]=[CH:25][CH:26]=2)[CH3:20])[C@H:13]1[OH:27].